From a dataset of Full USPTO retrosynthesis dataset with 1.9M reactions from patents (1976-2016). Predict the reactants needed to synthesize the given product. Given the product [N:48]1[CH:49]=[CH:50][CH:51]=[N:52][C:43]=1/[CH:44]=[CH:45]/[C:2]1[C:3]([CH:16]=[O:17])=[CH:4][C:5]2[C:6]([CH3:15])([CH3:14])[CH2:7][CH2:8][C:9]([CH3:13])([CH3:12])[C:10]=2[CH:11]=1, predict the reactants needed to synthesize it. The reactants are: Br[C:2]1[C:3]([CH:16]=[O:17])=[CH:4][C:5]2[C:6]([CH3:15])([CH3:14])[CH2:7][CH2:8][C:9]([CH3:13])([CH3:12])[C:10]=2[CH:11]=1.C([Sn](C[CH2:43][CH2:44][CH3:45])(CCCC)/C=C/[Sn](CCCC)(CCCC)CCCC)CCC.BrC1[N:52]=[CH:51][CH:50]=[CH:49][N:48]=1.